The task is: Predict the reaction yield, written as a fraction of the theoretical maximum amount of product (1.0 means a 100% yield; for example, 0.34 means a 34% yield).. This data is from Reaction yield outcomes from USPTO patents with 853,638 reactions. The reactants are [F:1][C:2]1[C:3]([C:8]2([NH:12]C(=O)OC)[CH2:11][CH2:10][CH2:9]2)=[N:4][CH:5]=[CH:6][CH:7]=1.[OH-].[Na+]. The catalyst is C(O)C. The product is [F:1][C:2]1[C:3]([C:8]2([NH2:12])[CH2:11][CH2:10][CH2:9]2)=[N:4][CH:5]=[CH:6][CH:7]=1. The yield is 0.930.